Dataset: NCI-60 drug combinations with 297,098 pairs across 59 cell lines. Task: Regression. Given two drug SMILES strings and cell line genomic features, predict the synergy score measuring deviation from expected non-interaction effect. (1) Drug 1: CCC(=C(C1=CC=CC=C1)C2=CC=C(C=C2)OCCN(C)C)C3=CC=CC=C3.C(C(=O)O)C(CC(=O)O)(C(=O)O)O. Drug 2: CC12CCC3C(C1CCC2O)C(CC4=C3C=CC(=C4)O)CCCCCCCCCS(=O)CCCC(C(F)(F)F)(F)F. Cell line: NCI-H522. Synergy scores: CSS=3.55, Synergy_ZIP=-1.77, Synergy_Bliss=0.0940, Synergy_Loewe=-0.816, Synergy_HSA=0.394. (2) Drug 1: CCCCCOC(=O)NC1=NC(=O)N(C=C1F)C2C(C(C(O2)C)O)O. Drug 2: C1=CC=C(C(=C1)C(C2=CC=C(C=C2)Cl)C(Cl)Cl)Cl. Cell line: DU-145. Synergy scores: CSS=3.58, Synergy_ZIP=5.87, Synergy_Bliss=4.93, Synergy_Loewe=0.307, Synergy_HSA=1.40. (3) Drug 1: CN1C(=O)N2C=NC(=C2N=N1)C(=O)N. Drug 2: CC1=C(C(=CC=C1)Cl)NC(=O)C2=CN=C(S2)NC3=CC(=NC(=N3)C)N4CCN(CC4)CCO. Cell line: HCT116. Synergy scores: CSS=-6.08, Synergy_ZIP=4.18, Synergy_Bliss=-2.07, Synergy_Loewe=-7.34, Synergy_HSA=-6.90. (4) Cell line: NCIH23. Drug 1: CC1C(C(CC(O1)OC2CC(CC3=C2C(=C4C(=C3O)C(=O)C5=C(C4=O)C(=CC=C5)OC)O)(C(=O)CO)O)N)O.Cl. Drug 2: CN(C)N=NC1=C(NC=N1)C(=O)N. Synergy scores: CSS=10.5, Synergy_ZIP=-0.453, Synergy_Bliss=1.08, Synergy_Loewe=0.721, Synergy_HSA=3.35. (5) Drug 1: CC1C(C(CC(O1)OC2CC(CC3=C2C(=C4C(=C3O)C(=O)C5=C(C4=O)C(=CC=C5)OC)O)(C(=O)C)O)N)O.Cl. Drug 2: C#CCC(CC1=CN=C2C(=N1)C(=NC(=N2)N)N)C3=CC=C(C=C3)C(=O)NC(CCC(=O)O)C(=O)O. Cell line: CCRF-CEM. Synergy scores: CSS=28.3, Synergy_ZIP=1.18, Synergy_Bliss=4.10, Synergy_Loewe=3.79, Synergy_HSA=4.38. (6) Drug 1: CCC(=C(C1=CC=CC=C1)C2=CC=C(C=C2)OCCN(C)C)C3=CC=CC=C3.C(C(=O)O)C(CC(=O)O)(C(=O)O)O. Drug 2: CCC1=C2CN3C(=CC4=C(C3=O)COC(=O)C4(CC)O)C2=NC5=C1C=C(C=C5)O. Cell line: UACC-257. Synergy scores: CSS=9.63, Synergy_ZIP=-1.05, Synergy_Bliss=3.36, Synergy_Loewe=-1.66, Synergy_HSA=0.126. (7) Drug 2: C1=CC=C(C=C1)NC(=O)CCCCCCC(=O)NO. Cell line: HL-60(TB). Synergy scores: CSS=63.6, Synergy_ZIP=4.84, Synergy_Bliss=3.35, Synergy_Loewe=0.0746, Synergy_HSA=1.85. Drug 1: CC1=C(C(CCC1)(C)C)C=CC(=CC=CC(=CC(=O)O)C)C. (8) Drug 1: CC1=C(C(=CC=C1)Cl)NC(=O)C2=CN=C(S2)NC3=CC(=NC(=N3)C)N4CCN(CC4)CCO. Synergy scores: CSS=39.4, Synergy_ZIP=1.06, Synergy_Bliss=2.77, Synergy_Loewe=-9.67, Synergy_HSA=3.26. Drug 2: CC1C(C(CC(O1)OC2CC(CC3=C2C(=C4C(=C3O)C(=O)C5=CC=CC=C5C4=O)O)(C(=O)C)O)N)O. Cell line: SF-295.